This data is from Full USPTO retrosynthesis dataset with 1.9M reactions from patents (1976-2016). The task is: Predict the reactants needed to synthesize the given product. (1) Given the product [CH3:25][C:2](=[CH2:1])[C:3]([O:5][CH2:6][CH2:7][CH2:8][CH2:9][CH2:10][CH2:11][CH2:12][CH2:13][CH2:14][O:15][C:16]1[CH:17]=[CH:18][C:19]([C:20]([O:22][C:31]2[CH:42]=[CH:41][C:34](/[CH:35]=[CH:36]/[C:37]([O:39][CH3:40])=[O:38])=[CH:33][C:32]=2[O:43][CH3:44])=[O:21])=[CH:23][CH:24]=1)=[O:4], predict the reactants needed to synthesize it. The reactants are: [CH3:1][C:2](=[CH2:25])[C:3]([O:5][CH2:6][CH2:7][CH2:8][CH2:9][CH2:10][CH2:11][CH2:12][CH2:13][CH2:14][O:15][C:16]1[CH:24]=[CH:23][C:19]([C:20]([O-:22])=[O:21])=[CH:18][CH:17]=1)=[O:4].S(Cl)(Cl)=O.O[C:31]1[CH:42]=[CH:41][C:34]([CH:35]=[CH:36][C:37]([O:39][CH3:40])=[O:38])=[CH:33][C:32]=1[O:43][CH3:44].C(N(CC)CC)C. (2) Given the product [CH3:13][O:12][C:9]1[CH:10]=[C:11]2[C:6](=[CH:7][C:8]=1[O:14][CH3:15])[N:5]=[CH:4][CH:3]=[C:2]2[O:25][C:22]1[CH:23]=[CH:24][C:19]([N+:16]([O-:18])=[O:17])=[CH:20][CH:21]=1, predict the reactants needed to synthesize it. The reactants are: Cl[C:2]1[C:11]2[C:6](=[CH:7][C:8]([O:14][CH3:15])=[C:9]([O:12][CH3:13])[CH:10]=2)[N:5]=[CH:4][CH:3]=1.[N+:16]([C:19]1[CH:24]=[CH:23][C:22]([OH:25])=[CH:21][CH:20]=1)([O-:18])=[O:17].